Dataset: Full USPTO retrosynthesis dataset with 1.9M reactions from patents (1976-2016). Task: Predict the reactants needed to synthesize the given product. (1) Given the product [CH3:1][O:2][C:3]1[CH:11]=[CH:10][C:6]([C:7]([NH:15][C:16]2[CH:21]=[CH:20][CH:19]=[CH:18][N:17]=2)=[O:8])=[CH:5][C:4]=1[N+:12]([O-:14])=[O:13], predict the reactants needed to synthesize it. The reactants are: [CH3:1][O:2][C:3]1[CH:11]=[CH:10][C:6]([C:7](Cl)=[O:8])=[CH:5][C:4]=1[N+:12]([O-:14])=[O:13].[NH2:15][C:16]1[CH:21]=[CH:20][CH:19]=[CH:18][N:17]=1.CCN(C(C)C)C(C)C. (2) Given the product [N:9]1[CH:10]=[CH:11][CH:12]=[CH:13][C:8]=1[C:7]#[C:6][CH2:5][CH2:4][CH2:3][CH2:2][N:15]1[N:16]=[C:17]2[CH:22]=[CH:21][CH:20]=[CH:19][C:18]2=[N:14]1, predict the reactants needed to synthesize it. The reactants are: Br[CH2:2][CH2:3][CH2:4][CH2:5][C:6]#[C:7][C:8]1[CH:13]=[CH:12][CH:11]=[CH:10][N:9]=1.[NH:14]1[C:18]2[CH:19]=[CH:20][CH:21]=[CH:22][C:17]=2[N:16]=[N:15]1. (3) Given the product [CH3:30][O:29][C:27]([NH:1][CH2:2][CH2:3][O:4][C@@H:5]([C:19]1[CH:20]=[C:21]([CH3:25])[CH:22]=[CH:23][CH:24]=1)[C@@H:6]1[CH2:11][CH2:10][CH2:9][N:8]([C:12]([O:14][C:15]([CH3:18])([CH3:17])[CH3:16])=[O:13])[CH2:7]1)=[O:28], predict the reactants needed to synthesize it. The reactants are: [NH2:1][CH2:2][CH2:3][O:4][C@@H:5]([C:19]1[CH:20]=[C:21]([CH3:25])[CH:22]=[CH:23][CH:24]=1)[C@@H:6]1[CH2:11][CH2:10][CH2:9][N:8]([C:12]([O:14][C:15]([CH3:18])([CH3:17])[CH3:16])=[O:13])[CH2:7]1.Cl[C:27]([O:29][CH3:30])=[O:28].O. (4) Given the product [CH2:1]([O:73][CH:30]1[C@@H:31]([O:65][CH2:66][C:67]2[CH:68]=[CH:69][CH:70]=[CH:71][CH:72]=2)[C@H:32]([O:57][CH2:58][C:59]2[CH:64]=[CH:63][CH:62]=[CH:61][CH:60]=2)[C:33]([CH2:45][O:46][CH2:47][C:48]2[CH:49]=[CH:50][C:51]([O:54][CH3:55])=[CH:52][CH:53]=2)([CH2:34][O:35][CH2:36][C:37]2[CH:38]=[CH:39][C:40]([O:43][CH3:44])=[CH:41][CH:42]=2)[O:56][C:29]1([C:9]1[CH:14]=[CH:13][C:12]([CH3:15])=[C:11]([CH2:16][C:17]2[CH:22]=[CH:21][C:20]([O:23][CH2:24][CH3:25])=[CH:19][CH:18]=2)[CH:10]=1)[OH:81])[C:2]1[CH:87]=[CH:86][CH:85]=[CH:4][CH:3]=1, predict the reactants needed to synthesize it. The reactants are: [CH2:1]([Li])[CH2:2][CH2:3][CH3:4].O=O.Br[C:9]1[CH:14]=[CH:13][C:12]([CH3:15])=[C:11]([CH2:16][C:17]2[CH:22]=[CH:21][C:20]([O:23][CH2:24][CH3:25])=[CH:19][CH:18]=2)[CH:10]=1.CON(C)[C:29](=[O:81])[C@H:30]([O:73]CC1C=CC=CC=1)[C@@H:31]([O:65][CH2:66][C:67]1[CH:72]=[CH:71][CH:70]=[CH:69][CH:68]=1)[C@H:32]([O:57][CH2:58][C:59]1[CH:64]=[CH:63][CH:62]=[CH:61][CH:60]=1)[C:33]([OH:56])([CH2:45][O:46][CH2:47][C:48]1[CH:53]=[CH:52][C:51]([O:54][CH3:55])=[CH:50][CH:49]=1)[CH2:34][O:35][CH2:36][C:37]1[CH:42]=[CH:41][C:40]([O:43][CH3:44])=[CH:39][CH:38]=1.[Al].O1C[CH2:87][CH2:86][CH2:85]1. (5) Given the product [CH3:1][C:2]1[N:3]([CH2:18][C:19]2[S:23][C:22]([C:24]3[CH:25]=[CH:26][C:27]([C:30]([F:33])([F:31])[F:32])=[CH:28][CH:29]=3)=[N:21][C:20]=2[CH3:34])[C:4]2[C:9]([CH:10]=1)=[C:8]([C:11]([F:12])([F:14])[F:13])[C:7]([C:15]#[N:16])=[CH:6][CH:5]=2, predict the reactants needed to synthesize it. The reactants are: [CH3:1][C:2]1[NH:3][C:4]2[C:9]([CH:10]=1)=[C:8]([C:11]([F:14])([F:13])[F:12])[C:7]([C:15]#[N:16])=[CH:6][CH:5]=2.Cl[CH2:18][C:19]1[S:23][C:22]([C:24]2[CH:29]=[CH:28][C:27]([C:30]([F:33])([F:32])[F:31])=[CH:26][CH:25]=2)=[N:21][C:20]=1[CH3:34]. (6) Given the product [F:8][C:5]1[CH:6]=[CH:7][C:2]([N:16]2[CH2:10][CH2:11][CH2:12][CH2:13][CH2:14][C:9]2=[O:17])=[CH:3][CH:4]=1, predict the reactants needed to synthesize it. The reactants are: I[C:2]1[CH:7]=[CH:6][C:5]([F:8])=[CH:4][CH:3]=1.[C@@H:9]1([NH2:16])[CH2:14][CH2:13][CH2:12][CH2:11][C@H:10]1N.[O-:17]P([O-])([O-])=O.[K+].[K+].[K+].